Dataset: Reaction yield outcomes from USPTO patents with 853,638 reactions. Task: Predict the reaction yield, written as a fraction of the theoretical maximum amount of product (1.0 means a 100% yield; for example, 0.34 means a 34% yield). (1) The product is [N:15]1([C:11]2[N:12]=[CH:13][N:14]=[C:9]([O:8][C@H:7]3[CH2:6][CH2:5][N:4]([C:32]([O:33][C:34]4([CH3:37])[CH2:36][CH2:35]4)=[O:38])[CH2:3][C@H:2]3[F:1])[C:10]=2[CH3:24])[C:23]2[C:18](=[N:19][CH:20]=[CH:21][CH:22]=2)[CH2:17][CH2:16]1. The reactants are [F:1][C@H:2]1[C@@H:7]([O:8][C:9]2[N:14]=[CH:13][N:12]=[C:11]([N:15]3[C:23]4[C:18](=[N:19][CH:20]=[CH:21][CH:22]=4)[CH2:17][CH2:16]3)[C:10]=2[CH3:24])[CH2:6][CH2:5][NH:4][CH2:3]1.C(N(CC)CC)C.[C:32](=O)([O:38]C1C=CC([N+]([O-])=O)=CC=1)[O:33][C:34]1([CH3:37])[CH2:36][CH2:35]1. The catalyst is [OH-].[Na+]. The yield is 0.630. (2) The reactants are [NH2:1][C:2]1[CH:7]=[CH:6][C:5]([N:8]2[CH2:13][CH2:12][N:11]([CH3:14])[CH2:10][CH2:9]2)=[CH:4][CH:3]=1.C1(P(C2CCCCC2)C2C=CC=CC=2C2C(C(C)C)=CC(C(C)C)=CC=2C(C)C)CCCCC1.CC(C)([O-])C.[Na+].I[C:56]1[N:72]=[C:59]2[CH:60]=[CH:61][CH:62]=[C:63]([C:64]3[CH:69]=[CH:68][C:67]([O:70][CH3:71])=[CH:66][CH:65]=3)[N:58]2[N:57]=1.N#N.C(O)(=O)C. The catalyst is CN(C)C=O. The product is [CH3:71][O:70][C:67]1[CH:66]=[CH:65][C:64]([C:63]2[N:58]3[N:57]=[C:56]([NH:1][C:2]4[CH:3]=[CH:4][C:5]([N:8]5[CH2:9][CH2:10][N:11]([CH3:14])[CH2:12][CH2:13]5)=[CH:6][CH:7]=4)[N:72]=[C:59]3[CH:60]=[CH:61][CH:62]=2)=[CH:69][CH:68]=1. The yield is 0.300. (3) The reactants are [C:1]1([CH3:16])[CH:6]=[CH:5][C:4]([C:7]2[C:11]([C:12]([O:14]C)=[O:13])=[CH:10][O:9][N:8]=2)=[CH:3][CH:2]=1.[OH-].[Li+].Cl. The catalyst is C1COCC1. The product is [C:1]1([CH3:16])[CH:2]=[CH:3][C:4]([C:7]2[C:11]([C:12]([OH:14])=[O:13])=[CH:10][O:9][N:8]=2)=[CH:5][CH:6]=1. The yield is 1.00. (4) The reactants are [CH3:1][S:2][CH2:3][CH2:4][C:5]1[C:14]2[C:9](=[CH:10][CH:11]=[CH:12][CH:13]=2)[CH:8]=[C:7]([C:15]([OH:17])=O)[N:6]=1.[NH:18]1[CH:22]=[CH:21][N:20]=[C:19]1[NH:23][C:24]([C:26]1[C:34]2[NH:33][C:32]([NH2:35])=[N:31][C:30]=2[CH:29]=[CH:28][CH:27]=1)=[O:25].CN(C(ON1N=NC2C=CC=CC1=2)=[N+](C)C)C.F[P-](F)(F)(F)(F)F.CCN(C(C)C)C(C)C. The catalyst is CN(C=O)C. The product is [NH:20]1[CH:21]=[CH:22][N:18]=[C:19]1[NH:23][C:24]([C:26]1[C:34]2[N:33]=[C:32]([NH:35][C:15]([C:7]3[N:6]=[C:5]([CH2:4][CH2:3][S:2][CH3:1])[C:14]4[C:9]([CH:8]=3)=[CH:10][CH:11]=[CH:12][CH:13]=4)=[O:17])[NH:31][C:30]=2[CH:29]=[CH:28][CH:27]=1)=[O:25]. The yield is 0.550. (5) The reactants are [NH2:1][CH2:2][CH2:3][CH2:4][N:5]([CH3:10])[CH2:6][CH2:7][CH2:8][NH2:9].C(N(CC)CC)C.[Cl:18][C:19]1[CH:20]=[C:21]2[C:26](=[C:27]([Cl:29])[CH:28]=1)[CH2:25][N:24]([CH3:30])[CH2:23][CH:22]2[C:31]1[CH:32]=[C:33]([S:37](Cl)(=[O:39])=[O:38])[CH:34]=[CH:35][CH:36]=1. The catalyst is C(Cl)Cl. The product is [NH2:1][CH2:2][CH2:3][CH2:4][N:5]([CH3:10])[CH2:6][CH2:7][CH2:8][NH:9][S:37]([C:33]1[CH:34]=[CH:35][CH:36]=[C:31]([CH:22]2[C:21]3[C:26](=[C:27]([Cl:29])[CH:28]=[C:19]([Cl:18])[CH:20]=3)[CH2:25][N:24]([CH3:30])[CH2:23]2)[CH:32]=1)(=[O:39])=[O:38]. The yield is 0.740. (6) The catalyst is C(OCC)C. The yield is 0.600. The reactants are C[O:2][C:3]([C:5]1[C:13]2[O:12][C:11](=[O:14])[NH:10][C:9]=2[CH:8]=[C:7]([Cl:15])[CH:6]=1)=O.O1CCCC1.[Li+].[BH4-]. The product is [Cl:15][C:7]1[CH:6]=[C:5]([CH2:3][OH:2])[C:13]2[O:12][C:11](=[O:14])[NH:10][C:9]=2[CH:8]=1. (7) The reactants are Cl[CH2:2][CH2:3][N:4]=[C:5]=[O:6].[C:7]1([CH2:13][N:14]2[CH2:19][CH2:18][CH:17]([NH2:20])[CH2:16][CH2:15]2)[CH:12]=[CH:11][CH:10]=[CH:9][CH:8]=1.C[Si]([N-][Si](C)(C)C)(C)C.[Li+].[H-].[Na+]. The product is [C:7]1([CH2:13][N:14]2[CH2:19][CH2:18][CH:17]([N:20]3[CH2:2][CH2:3][NH:4][C:5]3=[O:6])[CH2:16][CH2:15]2)[CH:8]=[CH:9][CH:10]=[CH:11][CH:12]=1. The catalyst is C1COCC1.O.CN(C=O)C. The yield is 0.328.